From a dataset of HIV replication inhibition screening data with 41,000+ compounds from the AIDS Antiviral Screen. Binary Classification. Given a drug SMILES string, predict its activity (active/inactive) in a high-throughput screening assay against a specified biological target. (1) The compound is CC1(O)CC23CCC4C(C)(C(=O)O)CCCC4(C)C2CCC1C3. The result is 0 (inactive). (2) The compound is COC(=O)CC(NC(=O)OCc1ccccc1)C(C(C)=O)C(=O)OCc1ccccc1. The result is 0 (inactive).